From a dataset of Reaction yield outcomes from USPTO patents with 853,638 reactions. Predict the reaction yield, written as a fraction of the theoretical maximum amount of product (1.0 means a 100% yield; for example, 0.34 means a 34% yield). (1) The reactants are [Cl:1][C:2]1[CH:15]=[CH:14][C:13]2[S:12][C:11]3[C:6](=[CH:7][CH:8]=[CH:9][CH:10]=3)[NH:5][C:4]=2[CH:3]=1.[H-].[Na+].I[CH2:19][C:20]([NH2:22])=[O:21].[Na+].[Cl-]. The catalyst is CN(C=O)C. The product is [Cl:1][C:2]1[CH:15]=[CH:14][C:13]2[S:12][C:11]3[C:6](=[CH:7][CH:8]=[CH:9][CH:10]=3)[N:5]([CH2:19][C:20]([NH2:22])=[O:21])[C:4]=2[CH:3]=1. The yield is 0.0600. (2) The reactants are [F:1][C:2]1[C:11]([C:12]#[N:13])=[C:6]2[CH:7]([OH:10])[CH2:8][O:9][C:5]2=[CH:4][CH:3]=1.B.C1COCC1.CO. The catalyst is C1COCC1. The product is [NH2:13][CH2:12][C:11]1[C:6]2[CH:7]([OH:10])[CH2:8][O:9][C:5]=2[CH:4]=[CH:3][C:2]=1[F:1]. The yield is 0.600. (3) The reactants are [CH2:1]([Sn](CCCC)(CCCC)CCCC)[CH:2]=[CH2:3].N#N.Br[C:20]1[CH:42]=[N:41][C:23]2[N:24]([CH2:39][CH3:40])[C:25]3[N:34]=[C:33]([C:35]([F:38])([F:37])[F:36])[CH:32]=[CH:31][C:26]=3[N:27]([CH3:30])[C:28](=[O:29])[C:22]=2[CH:21]=1. The catalyst is CN(C=O)C.C1C=CC([P]([Pd]([P](C2C=CC=CC=2)(C2C=CC=CC=2)C2C=CC=CC=2)([P](C2C=CC=CC=2)(C2C=CC=CC=2)C2C=CC=CC=2)[P](C2C=CC=CC=2)(C2C=CC=CC=2)C2C=CC=CC=2)(C2C=CC=CC=2)C2C=CC=CC=2)=CC=1. The product is [CH2:39]([N:24]1[C:23]2[N:41]=[CH:42][C:20]([CH2:3][CH:2]=[CH2:1])=[CH:21][C:22]=2[C:28](=[O:29])[N:27]([CH3:30])[C:26]2[CH:31]=[CH:32][C:33]([C:35]([F:38])([F:37])[F:36])=[N:34][C:25]1=2)[CH3:40]. The yield is 0.990. (4) The reactants are [OH:1][C:2]1[C:3]([CH3:27])=[C:4]2[C:9]([NH:10][C:11]3[CH:16]=[CH:15][C:14]([O:17][C:18]4[CH:23]=[CH:22][CH:21]=[CH:20][CH:19]=4)=[CH:13][CH:12]=3)=[C:8]([C:24]#[N:25])[CH:7]=[N:6][N:5]2[CH:26]=1.[O:28](S(C(F)(F)F)(=O)=O)[S:29]([C:32]([F:35])([F:34])[F:33])(=O)=[O:30]. The catalyst is C(Cl)Cl.CCOC(C)=O. The product is [C:24]([C:8]1[CH:7]=[N:6][N:5]2[CH:26]=[C:2]([O:1][S:29]([C:32]([F:35])([F:34])[F:33])(=[O:30])=[O:28])[C:3]([CH3:27])=[C:4]2[C:9]=1[NH:10][C:11]1[CH:12]=[CH:13][C:14]([O:17][C:18]2[CH:23]=[CH:22][CH:21]=[CH:20][CH:19]=2)=[CH:15][CH:16]=1)#[N:25]. The yield is 0.950. (5) The reactants are [C:1](=[O:40])(OC1C=CC([N+]([O-])=O)=CC=1)[O:2][C@@H:3]1[CH2:19][C@@H:18]2[C@@:6]([CH3:29])([C@@H:7]3[C@@H:15]([CH2:16][CH2:17]2)[C@:14]2([OH:20])[C@@:10]([CH3:28])([C@@H:11]([C:21]4[CH:22]=[CH:23][C:24](=[O:27])[O:25][CH:26]=4)[CH2:12][CH2:13]2)[CH2:9][CH2:8]3)[CH2:5][CH2:4]1.[NH2:41][CH2:42][CH2:43][CH2:44][C:45]([OH:47])=[O:46].CCN(C(C)C)C(C)C. The catalyst is C(Cl)Cl.CN(C1C=CN=CC=1)C. The product is [OH:20][C@:14]12[CH2:13][CH2:12][C@H:11]([C:21]3[CH:22]=[CH:23][C:24](=[O:27])[O:25][CH:26]=3)[C@@:10]1([CH3:28])[CH2:9][CH2:8][C@H:7]1[C@H:15]2[CH2:16][CH2:17][C@H:18]2[C@:6]1([CH3:29])[CH2:5][CH2:4][C@H:3]([O:2][C:1]([NH:41][CH2:42][CH2:43][CH2:44][C:45]([OH:47])=[O:46])=[O:40])[CH2:19]2. The yield is 0.535. (6) The reactants are [NH2:1][C:2]1[CH:7]=[CH:6][C:5]([Cl:8])=[CH:4][C:3]=1[C:9](=[O:13])[CH:10]([CH3:12])[CH3:11].CCN(CC)CC.[O:21](S(C(F)(F)F)(=O)=O)[S:22]([C:25]([F:28])([F:27])[F:26])(=O)=[O:23]. The catalyst is C(Cl)Cl. The product is [Cl:8][C:5]1[CH:6]=[CH:7][C:2]([NH:1][S:22]([C:25]([F:28])([F:27])[F:26])(=[O:23])=[O:21])=[C:3]([C:9](=[O:13])[CH:10]([CH3:11])[CH3:12])[CH:4]=1. The yield is 0.840. (7) The reactants are [N:1]1([C:7]2[S:8][C:9]3[C:15]([NH2:16])=[CH:14][CH:13]=[CH:12][C:10]=3[N:11]=2)[CH2:6][CH2:5][O:4][CH2:3][CH2:2]1.[CH:17](=O)[CH2:18][CH3:19].C(O[BH-](O[C:31](=O)[CH3:32])OC(=O)C)(=O)C.[Na+].Cl[CH:36](Cl)C. The catalyst is C(O)(=O)C. The product is [N:1]1([C:7]2[S:8][C:9]3[C:15]([N:16]([CH2:36][CH2:31][CH3:32])[CH2:17][CH2:18][CH3:19])=[CH:14][CH:13]=[CH:12][C:10]=3[N:11]=2)[CH2:2][CH2:3][O:4][CH2:5][CH2:6]1. The yield is 0.300. (8) The reactants are [Br:1][C:2]1[CH:3]=[C:4]([CH2:8][C:9]([O:11][CH3:12])=[O:10])[CH:5]=[N:6][CH:7]=1.[H-].[Na+].Br[CH2:16][CH2:17]Br.O. The catalyst is CN(C=O)C. The product is [Br:1][C:2]1[CH:3]=[C:4]([C:8]2([C:9]([O:11][CH3:12])=[O:10])[CH2:17][CH2:16]2)[CH:5]=[N:6][CH:7]=1. The yield is 0.990. (9) The yield is 0.600. The product is [Cl:1][C:2]1[CH:9]=[CH:8][C:5]([CH2:6][N:11]2[CH2:16][CH2:15][O:14][CH2:13][CH2:12]2)=[CH:4][C:3]=1[F:10]. The catalyst is ClC(Cl)C. The reactants are [Cl:1][C:2]1[CH:9]=[CH:8][C:5]([CH:6]=O)=[CH:4][C:3]=1[F:10].[NH:11]1[CH2:16][CH2:15][O:14][CH2:13][CH2:12]1.C(O[BH-](OC(=O)C)OC(=O)C)(=O)C.[Na+].Cl. (10) The reactants are [C:1]1([C:7]([OH:9])=[O:8])([C:4](O)=[O:5])[CH2:3][CH2:2]1.C(N(CC)CC)C.S(Cl)(Cl)=O.[CH3:21][N:22]1[C:31]2[C:26](=[CH:27][CH:28]=[CH:29][CH:30]=2)[NH:25][CH2:24][CH2:23]1. The catalyst is O1CCCC1.C(OCC)(=O)C. The product is [CH3:21][N:22]1[C:31]2[C:26](=[CH:27][CH:28]=[CH:29][CH:30]=2)[N:25]([C:4]([C:1]2([C:7]([OH:9])=[O:8])[CH2:3][CH2:2]2)=[O:5])[CH2:24][CH2:23]1. The yield is 0.320.